From a dataset of Reaction yield outcomes from USPTO patents with 853,638 reactions. Predict the reaction yield, written as a fraction of the theoretical maximum amount of product (1.0 means a 100% yield; for example, 0.34 means a 34% yield). (1) The reactants are [NH2:1][C:2]1[N:7]=[C:6]([Cl:8])[C:5]([NH:9]C=O)=[C:4]([Cl:12])[N:3]=1.C(O)C. The catalyst is Cl. The product is [NH2:1][C:2]1[N:7]=[C:6]([Cl:8])[C:5]([NH2:9])=[C:4]([Cl:12])[N:3]=1. The yield is 0.650. (2) The reactants are Cl[C:2]1[N:7]=[C:6]([NH:8][C:9]2[CH:14]=[CH:13][CH:12]=[CH:11][C:10]=2[S:15]([N:18]2[CH2:22][CH2:21][CH2:20][CH2:19]2)(=[O:17])=[O:16])[C:5]([Cl:23])=[CH:4][N:3]=1.[NH2:24][C:25]1[C:38]([O:39][CH3:40])=[CH:37][C:28]2[CH2:29][CH2:30][N:31]([CH2:34][CH2:35][OH:36])[CH2:32][CH2:33][C:27]=2[CH:26]=1. No catalyst specified. The product is [Cl:23][C:5]1[C:6]([NH:8][C:9]2[CH:14]=[CH:13][CH:12]=[CH:11][C:10]=2[S:15]([N:18]2[CH2:22][CH2:21][CH2:20][CH2:19]2)(=[O:17])=[O:16])=[N:7][C:2]([NH:24][C:25]2[C:38]([O:39][CH3:40])=[CH:37][C:28]3[CH2:29][CH2:30][N:31]([CH2:34][CH2:35][OH:36])[CH2:32][CH2:33][C:27]=3[CH:26]=2)=[N:3][CH:4]=1. The yield is 0.430. (3) The catalyst is C1COCC1. The product is [CH2:18]([O:1][CH2:2][C@H:3]1[CH2:7][CH2:6][C@@H:5]([NH:8][C:9](=[O:15])[O:10][C:11]([CH3:12])([CH3:14])[CH3:13])[CH2:4]1)[C:19]1[CH:24]=[CH:23][CH:22]=[CH:21][CH:20]=1. The yield is 0.750. The reactants are [OH:1][CH2:2][C@H:3]1[CH2:7][CH2:6][C@@H:5]([NH:8][C:9](=[O:15])[O:10][C:11]([CH3:14])([CH3:13])[CH3:12])[CH2:4]1.[H-].[Na+].[CH2:18](Br)[C:19]1[CH:24]=[CH:23][CH:22]=[CH:21][CH:20]=1.O. (4) The product is [F:1][C:2]1[CH:7]=[C:6]([N:29]2[CH2:34][CH2:33][O:32][CH2:31][C:30]2=[O:35])[CH:5]=[CH:4][C:3]=1[N:9]1[CH:14]=[C:13]([O:15][CH3:16])[C:12](=[O:17])[C:11]([C:18]2[N:22]([C:23]3[CH:28]=[CH:27][CH:26]=[CH:25][CH:24]=3)[N:21]=[CH:20][CH:19]=2)=[N:10]1. The yield is 0.590. The reactants are [F:1][C:2]1[CH:7]=[C:6](I)[CH:5]=[CH:4][C:3]=1[N:9]1[CH:14]=[C:13]([O:15][CH3:16])[C:12](=[O:17])[C:11]([C:18]2[N:22]([C:23]3[CH:28]=[CH:27][CH:26]=[CH:25][CH:24]=3)[N:21]=[CH:20][CH:19]=2)=[N:10]1.[NH:29]1[CH2:34][CH2:33][O:32][CH2:31][C:30]1=[O:35].N[C@@H]1CCCC[C@H]1N.[O-]P([O-])([O-])=O.[K+].[K+].[K+]. The catalyst is O1CCOCC1.[Cu]I.O.